From a dataset of Reaction yield outcomes from USPTO patents with 853,638 reactions. Predict the reaction yield, written as a fraction of the theoretical maximum amount of product (1.0 means a 100% yield; for example, 0.34 means a 34% yield). (1) The reactants are [S:1]1[CH:5]=[CH:4][CH:3]=[C:2]1[C:6](Cl)=[O:7].[F:9][C:10]1[CH:11]=[C:12]2[C:17](=[CH:18][CH:19]=1)[N:16]([CH3:20])[C:15](=[O:21])[C:14]([C:22]#[N:23])=[C:13]2[N:24]1[CH2:29][CH2:28][NH:27][CH2:26][CH2:25]1. The catalyst is N1C=CC=CC=1. The product is [F:9][C:10]1[CH:11]=[C:12]2[C:17](=[CH:18][CH:19]=1)[N:16]([CH3:20])[C:15](=[O:21])[C:14]([C:22]#[N:23])=[C:13]2[N:24]1[CH2:25][CH2:26][N:27]([C:6]([C:2]2[S:1][CH:5]=[CH:4][CH:3]=2)=[O:7])[CH2:28][CH2:29]1. The yield is 0.980. (2) The reactants are [C:1]1([C:7]([CH:9]2[CH2:14][CH2:13][O:12][CH2:11][CH2:10]2)=O)[CH:6]=[CH:5][CH:4]=[CH:3][CH:2]=1.[BH3-]C#[N:17].[Na+]. The catalyst is CO.O. The product is [C:1]1([CH:7]([CH:9]2[CH2:14][CH2:13][O:12][CH2:11][CH2:10]2)[NH2:17])[CH:6]=[CH:5][CH:4]=[CH:3][CH:2]=1. The yield is 0.420. (3) The reactants are [Cl:1][C:2]1[C:7]([F:8])=[CH:6][CH:5]=[CH:4][C:3]=1[C:9]1[CH2:14][CH2:13][N:12]([C:15]([O:17][C:18]([CH3:21])([CH3:20])[CH3:19])=[O:16])[CH2:11][CH:10]=1. The catalyst is CCOC(C)=O.O=[Pt]=O. The product is [C:18]([O:17][C:15]([N:12]1[CH2:11][CH2:10][CH:9]([C:3]2[CH:4]=[CH:5][CH:6]=[C:7]([F:8])[C:2]=2[Cl:1])[CH2:14][CH2:13]1)=[O:16])([CH3:21])([CH3:19])[CH3:20]. The yield is 0.950. (4) The reactants are [F:1][C:2]1[CH:11]=[CH:10][CH:9]=[C:8]2[C:3]=1[C:4](=[O:49])[N:5]1[C:15]([NH:16][C:17]3[CH:25]=[C:24]4[C:20]([CH2:21][CH2:22][N:23]4[C:26](=[O:33])[C@H:27]4[CH2:31][CH2:30][CH2:29][N:28]4[CH3:32])=[CH:19][C:18]=3[O:34][CH3:35])=[N:14][C:13]3[N:36](S(C4C=CC(C)=CC=4)(=O)=O)[CH:37]=[CH:38][C:12]=3[C:6]1=[N:7]2.[CH3:50][NH2:51]. The catalyst is O1CCCC1.C(OCC)(=O)C. The product is [F:1][C:2]1[CH:11]=[CH:10][CH:9]=[C:8]([NH:7][C:6]2[N:5]=[C:15]([NH:16][C:17]3[CH:25]=[C:24]4[C:20]([CH2:21][CH2:22][N:23]4[C:26](=[O:33])[C@H:27]4[CH2:31][CH2:30][CH2:29][N:28]4[CH3:32])=[CH:19][C:18]=3[O:34][CH3:35])[NH:14][C:13]3=[N:36][CH:37]=[CH:38][C:12]=23)[C:3]=1[C:4]([NH:51][CH3:50])=[O:49]. The yield is 0.589.